Dataset: Reaction yield outcomes from USPTO patents with 853,638 reactions. Task: Predict the reaction yield, written as a fraction of the theoretical maximum amount of product (1.0 means a 100% yield; for example, 0.34 means a 34% yield). (1) The yield is 0.950. The reactants are CO[CH:3]([O:22]C)[C:4]1[CH:9]=[CH:8][C:7]([CH2:10][C@@H:11]([OH:21])[C@H:12]([OH:20])[CH2:13][CH2:14][CH2:15][CH2:16][CH2:17][CH2:18][CH3:19])=[CH:6][CH:5]=1.[C:24](O)(=O)[CH3:25].[C:28]([O-])(O)=O.[Na+]. The product is [CH2:13]([C@H:12]1[O:20][C:24]([CH3:25])([CH3:28])[O:21][C@@H:11]1[CH2:10][C:7]1[CH:6]=[CH:5][C:4]([CH:3]=[O:22])=[CH:9][CH:8]=1)[CH2:14][CH2:15][CH2:16][CH2:17][CH2:18][CH3:19]. The catalyst is C1COCC1. (2) The reactants are [F:1][C:2]1[CH:18]=[CH:17][C:5]([O:6][C:7]2[N:12]=[CH:11][C:10]([C:13](=O)[CH3:14])=[CH:9][C:8]=2[CH3:16])=[CH:4][CH:3]=1.[CH3:19][C:20]([S@:23]([NH2:25])=[O:24])([CH3:22])[CH3:21]. The yield is 0.760. No catalyst specified. The product is [F:1][C:2]1[CH:18]=[CH:17][C:5]([O:6][C:7]2[N:12]=[CH:11][C:10]([CH:13]([NH:25][S@@:23]([C:20]([CH3:22])([CH3:21])[CH3:19])=[O:24])[CH3:14])=[CH:9][C:8]=2[CH3:16])=[CH:4][CH:3]=1. (3) The reactants are [N:1]1[C:10]2[C:5](=[CH:6][CH:7]=[CH:8][CH:9]=2)[C:4]([CH:11]([OH:13])[CH3:12])=[CH:3][CH:2]=1. The catalyst is ClCCl.[O-2].[Mn+2]. The product is [N:1]1[C:10]2[C:5](=[CH:6][CH:7]=[CH:8][CH:9]=2)[C:4]([C:11](=[O:13])[CH3:12])=[CH:3][CH:2]=1. The yield is 1.00.